From a dataset of Catalyst prediction with 721,799 reactions and 888 catalyst types from USPTO. Predict which catalyst facilitates the given reaction. (1) Reactant: [Br:1][C:2]1[C:3]([F:13])=[C:4]2[C:9](=[CH:10][CH:11]=1)[N:8]=[C:7](Cl)[N:6]=[CH:5]2.[O:14]1[CH2:19][CH2:18][N:17]([C:20]2[CH:26]=[CH:25][C:23]([NH2:24])=[CH:22][CH:21]=2)[CH2:16][CH2:15]1. Product: [Br:1][C:2]1[C:3]([F:13])=[C:4]2[C:9](=[CH:10][CH:11]=1)[N:8]=[C:7]([NH:24][C:23]1[CH:22]=[CH:21][C:20]([N:17]3[CH2:18][CH2:19][O:14][CH2:15][CH2:16]3)=[CH:26][CH:25]=1)[N:6]=[CH:5]2. The catalyst class is: 32. (2) Reactant: [CH2:1]([O:3][C:4](=[O:25])[CH2:5][CH2:6][C:7]1[CH:12]=[CH:11][C:10]([S:13][CH2:14][CH2:15][C@H:16]([O:18]S(C)(=O)=O)[CH3:17])=[CH:9][C:8]=1[CH2:23][CH3:24])[CH3:2].[Br:26][C:27]1[CH:32]=[C:31]([O:33][C:34]([F:37])([F:36])[F:35])[CH:30]=[CH:29][C:28]=1O.C(=O)([O-])[O-].[Cs+].[Cs+]. Product: [CH2:1]([O:3][C:4](=[O:25])[CH2:5][CH2:6][C:7]1[CH:12]=[CH:11][C:10]([S:13][CH2:14][CH2:15][C@@H:16]([O:18][C:28]2[CH:29]=[CH:30][C:31]([O:33][C:34]([F:37])([F:36])[F:35])=[CH:32][C:27]=2[Br:26])[CH3:17])=[CH:9][C:8]=1[CH2:23][CH3:24])[CH3:2]. The catalyst class is: 3. (3) Reactant: [Cl:1][C:2]1[N:7]=[CH:6][C:5]2[CH:8]=[N:9][NH:10][C:4]=2[CH:3]=1.[H-].[Na+].Br[CH:14]([CH3:16])[CH3:15]. Product: [Cl:1][C:2]1[N:7]=[CH:6][C:5]2[CH:8]=[N:9][N:10]([CH:14]([CH3:16])[CH3:15])[C:4]=2[CH:3]=1. The catalyst class is: 508.